This data is from Full USPTO retrosynthesis dataset with 1.9M reactions from patents (1976-2016). The task is: Predict the reactants needed to synthesize the given product. (1) Given the product [CH3:22][CH:21]([CH3:23])[C@H:15]([NH:14][C:12]([C:3]1[C:2]([NH:1][C:25]([NH:24][C:27]2[C:28]([CH3:35])=[CH:29][C:30]([CH3:34])=[CH:31][C:32]=2[CH3:33])=[O:26])=[CH:11][C:10]2[C:5](=[CH:6][CH:7]=[CH:8][CH:9]=2)[CH:4]=1)=[O:13])[CH2:16][C:17]([OH:19])=[O:18], predict the reactants needed to synthesize it. The reactants are: [NH2:1][C:2]1[C:3]([C:12]([NH:14][C@@H:15]([CH:21]([CH3:23])[CH3:22])[CH2:16][C:17]([O:19]C)=[O:18])=[O:13])=[CH:4][C:5]2[C:10]([CH:11]=1)=[CH:9][CH:8]=[CH:7][CH:6]=2.[N:24]([C:27]1[C:32]([CH3:33])=[CH:31][C:30]([CH3:34])=[CH:29][C:28]=1[CH3:35])=[C:25]=[O:26].[Li+].[OH-].Cl. (2) The reactants are: Cl[C:2]1[CH:7]=[CH:6][C:5]([N+:8]([O-:10])=[O:9])=[CH:4][N:3]=1.[NH:11]1[CH2:15][CH2:14][C@@H:13]([OH:16])[CH2:12]1.C(=O)([O-])[O-].[K+].[K+].O1CCOCCOCCOCCOCCOCC1. Given the product [N+:8]([C:5]1[CH:6]=[CH:7][C:2]([N:11]2[CH2:15][CH2:14][C@@H:13]([OH:16])[CH2:12]2)=[N:3][CH:4]=1)([O-:10])=[O:9], predict the reactants needed to synthesize it. (3) Given the product [F:22][C:18]1[CH:17]=[C:16]([CH:21]=[CH:20][CH:19]=1)[O:15][C:12]1[CH:11]=[CH:10][CH:9]=[C:8]2[C:13]=1[CH:14]=[C:6]([C:4]([OH:5])=[O:3])[NH:7]2, predict the reactants needed to synthesize it. The reactants are: C([O:3][C:4]([C:6]1[NH:7][C:8]2[C:13]([CH:14]=1)=[C:12]([O:15][C:16]1[CH:21]=[CH:20][CH:19]=[C:18]([F:22])[CH:17]=1)[CH:11]=[CH:10][CH:9]=2)=[O:5])C.[Li+].[OH-]. (4) Given the product [Br:8][C:9]1[C:10](=[O:24])[N:11]([C:16]2[CH:17]=[CH:18][C:19]([OH:22])=[CH:20][CH:21]=2)[N:12]=[CH:13][C:14]=1[Br:15], predict the reactants needed to synthesize it. The reactants are: ClCCl.B(Br)(Br)Br.[Br:8][C:9]1[C:10](=[O:24])[N:11]([C:16]2[CH:21]=[CH:20][C:19]([O:22]C)=[CH:18][CH:17]=2)[N:12]=[CH:13][C:14]=1[Br:15]. (5) Given the product [Br-:28].[C:1]([O:5][C:6]([NH:8][C@@H:9]([CH2:21][C:22]1[CH:23]=[CH:24][CH:25]=[CH:26][CH:27]=1)[C:10]([O:12][C@@H:13]1[CH:18]2[CH2:19][CH2:20][N+:15]([CH2:29][C:30](=[O:31])[C:32]3[CH:37]=[CH:36][CH:35]=[CH:34][CH:33]=3)([CH2:16][CH2:17]2)[CH2:14]1)=[O:11])=[O:7])([CH3:4])([CH3:2])[CH3:3], predict the reactants needed to synthesize it. The reactants are: [C:1]([O:5][C:6]([NH:8][C@@H:9]([CH2:21][C:22]1[CH:27]=[CH:26][CH:25]=[CH:24][CH:23]=1)[C:10]([O:12][C@@H:13]1[CH:18]2[CH2:19][CH2:20][N:15]([CH2:16][CH2:17]2)[CH2:14]1)=[O:11])=[O:7])([CH3:4])([CH3:3])[CH3:2].[Br:28][CH2:29][C:30]([C:32]1[CH:37]=[CH:36][CH:35]=[CH:34][CH:33]=1)=[O:31]. (6) Given the product [C:36]([O:35][C:33]([N:26]([CH:27]1[CH2:32][CH2:31][CH2:30][CH2:29][CH2:28]1)[C:22]1[CH:21]=[C:20]([C:18]2[CH:17]=[C:16]([O:40][S:50]([C:49]([F:68])([F:67])[F:48])(=[O:52])=[O:51])[CH:15]=[C:14]([N:11]3[CH2:12][CH2:13][N:8]([C:6]([O:5][C:1]([CH3:4])([CH3:3])[CH3:2])=[O:7])[CH2:9][CH2:10]3)[N:19]=2)[CH:25]=[CH:24][N:23]=1)=[O:34])([CH3:39])([CH3:38])[CH3:37], predict the reactants needed to synthesize it. The reactants are: [C:1]([O:5][C:6]([N:8]1[CH2:13][CH2:12][N:11]([C:14]2[N:19]=[C:18]([C:20]3[CH:25]=[CH:24][N:23]=[C:22]([N:26]([C:33]([O:35][C:36]([CH3:39])([CH3:38])[CH3:37])=[O:34])[CH:27]4[CH2:32][CH2:31][CH2:30][CH2:29][CH2:28]4)[CH:21]=3)[CH:17]=[C:16]([OH:40])[CH:15]=2)[CH2:10][CH2:9]1)=[O:7])([CH3:4])([CH3:3])[CH3:2].C(N(CC)CC)C.[F:48][C:49]([F:68])([F:67])[S:50](N(C1C=CC=CN=1)[S:50]([C:49]([F:68])([F:67])[F:48])(=[O:52])=[O:51])(=[O:52])=[O:51]. (7) The reactants are: [O:1]=[C:2]([N:10]1[CH2:14][CH2:13][CH2:12][C@H:11]1[C:15]([OH:17])=[O:16])[C:3](=[O:9])[C:4]([CH3:8])([CH3:7])[CH2:5][CH3:6].[CH2:18](O)[CH2:19][C:20]1[CH:25]=[CH:24][CH:23]=[CH:22][CH:21]=1.C1(N=C=NC2CCCCC2)CCCCC1. Given the product [CH3:8][C:4]([CH3:7])([CH2:5][CH3:6])[C:3](=[O:9])[C:2]([N:10]1[CH2:14][CH2:13][CH2:12][C@H:11]1[C:15]([O:17][CH2:18][CH2:19][C:20]1[CH:25]=[CH:24][CH:23]=[CH:22][CH:21]=1)=[O:16])=[O:1], predict the reactants needed to synthesize it. (8) Given the product [N+:1]([C:4]1[CH:9]=[C:8]([N+:10]([O-:12])=[O:11])[CH:7]=[CH:6][C:5]=1/[N:13]=[N:14]/[C:15]1[C:21]([O:22][CH2:23][CH:24]([CH2:29][CH3:30])[CH2:25][CH2:26][CH2:27][CH3:28])=[CH:20][C:18](/[N:19]=[N:82]/[C:68]2[CH:69]=[CH:70][C:65]([N:64]([CH2:52][CH2:53][CH2:54][CH2:55][CH2:56][CH2:57][CH2:58][CH2:59][CH2:60][CH2:61][CH2:62][CH3:63])[CH2:72][CH:73]([CH2:88][CH3:89])[CH2:74][CH2:75][CH2:76][CH3:79])=[CH:66][C:67]=2[CH3:71])=[C:17]([O:31][CH2:32][CH:33]([CH2:38][CH3:39])[CH2:34][CH2:35][CH2:36][CH3:37])[CH:16]=1)([O-:3])=[O:2], predict the reactants needed to synthesize it. The reactants are: [N+:1]([C:4]1[CH:9]=[C:8]([N+:10]([O-:12])=[O:11])[CH:7]=[CH:6][C:5]=1[N:13]=[N:14][C:15]1[C:21]([O:22][CH2:23][CH:24]([CH2:29][CH3:30])[CH2:25][CH2:26][CH2:27][CH3:28])=[CH:20][C:18]([NH2:19])=[C:17]([O:31][CH2:32][CH:33]([CH2:38][CH3:39])[CH2:34][CH2:35][CH2:36][CH3:37])[CH:16]=1)([O-:3])=[O:2].N(OS(=O)(=O)O)=O.S(=O)(=O)(O)O.[CH2:52]([N:64]([CH2:72][CH2:73][CH:74](C)[CH2:75][C:76]([CH3:79])(C)C)[C:65]1[CH:70]=[CH:69][CH:68]=[C:67]([CH3:71])[CH:66]=1)[CH2:53][CH2:54][CH2:55][CH2:56][CH2:57][CH2:58][CH2:59][CH2:60][CH2:61][CH2:62][CH3:63].S(=O)(=O)(O)[NH2:82].CN1C(=O)C[CH2:89][CH2:88]1. (9) Given the product [F:21][C:22]1[CH:23]=[C:24]([N:31]2[CH2:36][CH2:35][N:34]([C:18]([C:9]3[CH:10]=[C:11]([S:14]([CH3:17])(=[O:15])=[O:16])[CH:12]=[CH:13][C:8]=3[C:5]3[CH:4]=[CH:3][C:2]([F:1])=[CH:7][CH:6]=3)=[O:20])[CH2:33][CH2:32]2)[CH:25]=[C:26]([F:30])[C:27]=1[O:28][CH3:29], predict the reactants needed to synthesize it. The reactants are: [F:1][C:2]1[CH:7]=[CH:6][C:5]([C:8]2[C:9]([C:18]([OH:20])=O)=[CH:10][C:11]([S:14]([CH3:17])(=[O:16])=[O:15])=[CH:12][CH:13]=2)=[CH:4][CH:3]=1.[F:21][C:22]1[CH:23]=[C:24]([N:31]2[CH2:36][CH2:35][NH:34][CH2:33][CH2:32]2)[CH:25]=[C:26]([F:30])[C:27]=1[O:28][CH3:29].